This data is from hERG Central: cardiac toxicity at 1µM, 10µM, and general inhibition. The task is: Predict hERG channel inhibition at various concentrations. (1) The drug is CCCCOc1ccc(C(=O)NCC(=O)N2CCN(C(=O)c3ccco3)CC2)cc1. Results: hERG_inhib (hERG inhibition (general)): blocker. (2) The compound is Fc1ccc(C2CC(c3ccc(F)cc3)n3ncnc3N2)cc1. Results: hERG_inhib (hERG inhibition (general)): blocker. (3) The molecule is O=C(CS(=O)(=O)c1ccccc1)Nc1nc(-c2ccccc2)cs1. Results: hERG_inhib (hERG inhibition (general)): blocker. (4) The compound is CN(Cc1cnccn1)C(=O)C1CCC(=O)N(CCc2ccc(Cl)cc2)C1. Results: hERG_inhib (hERG inhibition (general)): blocker. (5) The molecule is CC1CCN(CCCn2c(SCC(=O)Nc3ccccc3Cl)nc3ccccc3c2=O)CC1. Results: hERG_inhib (hERG inhibition (general)): blocker. (6) The molecule is N=C1c2ccccc2CN1c1ccc(S(=O)(=O)N2CCCCC2)cc1. Results: hERG_inhib (hERG inhibition (general)): blocker.